This data is from Peptide-MHC class II binding affinity with 134,281 pairs from IEDB. The task is: Regression. Given a peptide amino acid sequence and an MHC pseudo amino acid sequence, predict their binding affinity value. This is MHC class II binding data. (1) The peptide sequence is AVQVTFTVQKGSDPK. The MHC is HLA-DPA10103-DPB10401 with pseudo-sequence HLA-DPA10103-DPB10401. The binding affinity (normalized) is 0.149. (2) The peptide sequence is REYAAVAEELGALLA. The MHC is HLA-DQA10101-DQB10501 with pseudo-sequence HLA-DQA10101-DQB10501. The binding affinity (normalized) is 0.257. (3) The binding affinity (normalized) is 0.668. The MHC is DRB1_0701 with pseudo-sequence DRB1_0701. The peptide sequence is FDKFLANVSTVLTGK. (4) The peptide sequence is WKPDTVYTSKLQFGA. The MHC is DRB1_1101 with pseudo-sequence DRB1_1101. The binding affinity (normalized) is 0.401. (5) The MHC is DRB1_0901 with pseudo-sequence DRB1_0901. The binding affinity (normalized) is 0.195. The peptide sequence is IVIGIGDNALKINWY. (6) The peptide sequence is IPTLAAQFPFNASDS. The MHC is DRB1_0301 with pseudo-sequence DRB1_0301. The binding affinity (normalized) is 0.136. (7) The binding affinity (normalized) is 0.171. The MHC is DRB3_0101 with pseudo-sequence DRB3_0101. The peptide sequence is AFSPEVIPMFSALSEGA.